Dataset: Reaction yield outcomes from USPTO patents with 853,638 reactions. Task: Predict the reaction yield, written as a fraction of the theoretical maximum amount of product (1.0 means a 100% yield; for example, 0.34 means a 34% yield). (1) The reactants are [Cl:1][C:2]1[CH:7]=[CH:6][CH:5]=[CH:4][C:3]=1[C:8]1[N:9]([CH2:23][C:24]2[N:29]=[C:28]([NH2:30])[CH:27]=[CH:26][CH:25]=2)[C:10]([C:13]2[CH:18]=[CH:17][C:16]([O:19][CH2:20][CH2:21][CH3:22])=[CH:15][CH:14]=2)=[CH:11][CH:12]=1.Cl. The catalyst is C(OCC)C. The product is [ClH:1].[Cl:1][C:2]1[CH:7]=[CH:6][CH:5]=[CH:4][C:3]=1[C:8]1[N:9]([CH2:23][C:24]2[N:29]=[C:28]([NH2:30])[CH:27]=[CH:26][CH:25]=2)[C:10]([C:13]2[CH:18]=[CH:17][C:16]([O:19][CH2:20][CH2:21][CH3:22])=[CH:15][CH:14]=2)=[CH:11][CH:12]=1. The yield is 0.880. (2) The reactants are C(=O)([O-])[O-].[K+].[K+].[Cl-].[OH:8][NH3+:9].[C:10]([C:12]([NH:15][C:16](=[O:22])[O:17][C:18]([CH3:21])([CH3:20])[CH3:19])([CH3:14])[CH3:13])#[N:11]. The catalyst is O.C(O)C. The product is [NH2:11]/[C:10](=[N:9]\[OH:8])/[C:12]([NH:15][C:16](=[O:22])[O:17][C:18]([CH3:21])([CH3:20])[CH3:19])([CH3:14])[CH3:13]. The yield is 0.876. (3) The reactants are [C:1]([O:5][C:6]([N:8]1[CH2:21][CH2:20][N:19]2[CH:10]([C:11](=[O:24])[NH:12][C:13]3[C:18]2=[N:17][CH:16]=[C:15]([CH2:22]O)[CH:14]=3)[CH2:9]1)=[O:7])([CH3:4])([CH3:3])[CH3:2].[I-].C(C[P+](C)(C)C)#N.C(N(C(C)C)C(C)C)C.Cl.[Cl:43][C:44]1[CH:49]=[CH:48][C:47]([N:50]2[CH2:55][CH2:54][NH:53][CH2:52][CH2:51]2)=[CH:46][CH:45]=1. The catalyst is C(#N)CC. The product is [C:1]([O:5][C:6]([N:8]1[CH2:21][CH2:20][N:19]2[CH:10]([C:11](=[O:24])[NH:12][C:13]3[C:18]2=[N:17][CH:16]=[C:15]([CH2:22][N:53]2[CH2:52][CH2:51][N:50]([C:47]4[CH:46]=[CH:45][C:44]([Cl:43])=[CH:49][CH:48]=4)[CH2:55][CH2:54]2)[CH:14]=3)[CH2:9]1)=[O:7])([CH3:4])([CH3:2])[CH3:3]. The yield is 0.820. (4) The yield is 0.800. The product is [CH:16]1([CH2:22][N:23]2[C:27]3[CH:28]=[CH:29][C:30]([C:32]([N:1]4[CH2:6][CH2:5][O:4][CH2:3][CH2:2]4)=[O:33])=[CH:31][C:26]=3[N:25]=[C:24]2[C:35]([CH3:38])([CH3:39])[CH2:36][CH3:37])[CH2:17][CH2:18][CH2:19][CH2:20][CH2:21]1. The reactants are [NH:1]1[CH2:6][CH2:5][O:4][CH2:3][CH2:2]1.C(N(C(C)C)CC)(C)C.[CH:16]1([CH2:22][N:23]2[C:27]3[CH:28]=[CH:29][C:30]([C:32](O)=[O:33])=[CH:31][C:26]=3[N:25]=[C:24]2[C:35]([CH3:39])([CH3:38])[CH2:36][CH3:37])[CH2:21][CH2:20][CH2:19][CH2:18][CH2:17]1.CN(C(ON1N=NC2C=CC=NC1=2)=[N+](C)C)C.F[P-](F)(F)(F)(F)F. The catalyst is CN(C=O)C.O.